From a dataset of TCR-epitope binding with 47,182 pairs between 192 epitopes and 23,139 TCRs. Binary Classification. Given a T-cell receptor sequence (or CDR3 region) and an epitope sequence, predict whether binding occurs between them. (1) The epitope is FLYALALLL. The TCR CDR3 sequence is CSATGTSGRVETQYF. Result: 0 (the TCR does not bind to the epitope). (2) The epitope is KEIDRLNEV. The TCR CDR3 sequence is CASSTDSVDEQFF. Result: 0 (the TCR does not bind to the epitope).